From a dataset of Full USPTO retrosynthesis dataset with 1.9M reactions from patents (1976-2016). Predict the reactants needed to synthesize the given product. (1) Given the product [CH3:4][C:2]([C:5]1[CH:10]=[CH:9][C:8]([S:11]([NH:14][C:15]2[C:16]([O:31][C:32]3[CH:33]=[CH:34][CH:35]=[CH:36][C:37]=3[O:38][CH3:39])=[C:17]([O:27][CH2:28][CH2:29][OH:30])[N:18]=[C:19]([C:21]3[N:26]=[CH:25][CH:24]=[CH:23][N:22]=3)[N:20]=2)(=[O:12])=[O:13])=[CH:7][CH:6]=1)([CH3:1])[CH3:3].[C:40]([O-:49])(=[O:48])[CH:41]([CH:43]([C:45]([O-:47])=[O:46])[OH:44])[OH:42], predict the reactants needed to synthesize it. The reactants are: [CH3:1][C:2]([C:5]1[CH:6]=[CH:7][C:8]([S:11]([NH:14][C:15]2[C:16]([O:31][C:32]3[CH:33]=[CH:34][CH:35]=[CH:36][C:37]=3[O:38][CH3:39])=[C:17]([O:27][CH2:28][CH2:29][OH:30])[N:18]=[C:19]([C:21]3[N:22]=[CH:23][CH:24]=[CH:25][N:26]=3)[N:20]=2)(=[O:13])=[O:12])=[CH:9][CH:10]=1)([CH3:4])[CH3:3].[C:40]([OH:49])(=[O:48])[CH:41]([CH:43]([C:45]([OH:47])=[O:46])[OH:44])[OH:42]. (2) Given the product [C:1]([O:5][C:6]([CH2:8][O:9][CH:10]1[C:14](=[O:15])[CH2:13][N:12]([C:16](=[O:35])[C@H:17]([CH2:31][CH:32]([CH3:33])[CH3:34])[NH:18][C:19]([C:21]2[CH:30]=[CH:29][C:28]3[C:23](=[CH:24][CH:25]=[CH:26][CH:27]=3)[N:22]=2)=[O:20])[CH2:11]1)=[O:7])([CH3:4])([CH3:3])[CH3:2], predict the reactants needed to synthesize it. The reactants are: [C:1]([O:5][C:6]([CH2:8][O:9][CH:10]1[CH:14]([OH:15])[CH2:13][N:12]([C:16](=[O:35])[C@H:17]([CH2:31][CH:32]([CH3:34])[CH3:33])[NH:18][C:19]([C:21]2[CH:30]=[CH:29][C:28]3[C:23](=[CH:24][CH:25]=[CH:26][CH:27]=3)[N:22]=2)=[O:20])[CH2:11]1)=[O:7])([CH3:4])([CH3:3])[CH3:2].CC(OI1(OC(C)=O)(OC(C)=O)OC(=O)C2C=CC=CC1=2)=O.CCCCCC.C(OCC)(=O)C. (3) The reactants are: [Br:1][C:2]1[CH:11]=[CH:10][C:5]2[N:6]=[C:7]([NH2:9])[S:8][C:4]=2[CH:3]=1.[F:12][C:13]([F:24])([F:23])[C:14]1[CH:15]=[C:16]([CH:20]=[CH:21][CH:22]=1)[C:17](Cl)=[O:18].CCN(CC)CC.C([O-])(O)=O.[Na+]. Given the product [Br:1][C:2]1[CH:11]=[CH:10][C:5]2[N:6]=[C:7]([NH:9][C:17](=[O:18])[C:16]3[CH:20]=[CH:21][CH:22]=[C:14]([C:13]([F:12])([F:23])[F:24])[CH:15]=3)[S:8][C:4]=2[CH:3]=1, predict the reactants needed to synthesize it. (4) Given the product [CH3:26][S:23]([C:19]1[CH:18]=[C:17]([C:14]2[CH:13]=[CH:12][C:11]([N:9]3[CH:10]=[C:6]([C:4]([NH2:38])=[O:5])[N:7]=[C:8]3[C:27]3[CH:32]=[CH:31][CH:30]=[CH:29][C:28]=3[C:33]([F:34])([F:36])[F:35])=[CH:16][CH:15]=2)[CH:22]=[CH:21][CH:20]=1)(=[O:25])=[O:24], predict the reactants needed to synthesize it. The reactants are: C(O[C:4]([C:6]1[N:7]=[C:8]([C:27]2[CH:32]=[CH:31][CH:30]=[CH:29][C:28]=2[C:33]([F:36])([F:35])[F:34])[N:9]([C:11]2[CH:16]=[CH:15][C:14]([C:17]3[CH:22]=[CH:21][CH:20]=[C:19]([S:23]([CH3:26])(=[O:25])=[O:24])[CH:18]=3)=[CH:13][CH:12]=2)[CH:10]=1)=[O:5])C.[C-]#[N:38].[Na+].N. (5) Given the product [OH:20][C:15]1[CH:16]=[C:1]([O:2][CH2:3][O:4][CH3:5])[CH:18]=[C:11]([O:10][CH2:21][O:8][CH3:6])[C:12]=1[CH:13]=[O:14], predict the reactants needed to synthesize it. The reactants are: [CH3:1][O:2][CH2:3][O:4][CH3:5].[C:6](Cl)(=[O:8])C.[OH:10][C:11]1[CH:18]=C(O)[CH:16]=[C:15]([OH:20])[C:12]=1[CH:13]=[O:14].[CH3:21]CN(C(C)C)C(C)C. (6) Given the product [ClH:23].[NH2:1][C:2]1[CH:3]=[C:4]([NH:9][C:10](=[O:22])[C:11]2[CH:16]=[CH:15][CH:14]=[C:13]([C:17]([C:20]#[N:21])([CH3:19])[CH3:18])[CH:12]=2)[CH:5]=[CH:6][C:7]=1[CH3:8], predict the reactants needed to synthesize it. The reactants are: [NH2:1][C:2]1[CH:3]=[C:4]([NH:9][C:10](=[O:22])[C:11]2[CH:16]=[CH:15][CH:14]=[C:13]([C:17]([C:20]#[N:21])([CH3:19])[CH3:18])[CH:12]=2)[CH:5]=[CH:6][C:7]=1[CH3:8].[ClH:23].